Dataset: Experimentally validated miRNA-target interactions with 360,000+ pairs, plus equal number of negative samples. Task: Binary Classification. Given a miRNA mature sequence and a target amino acid sequence, predict their likelihood of interaction. (1) The miRNA is hsa-miR-6812-5p with sequence AUGGGGUGAGAUGGGGAGGAGCAGC. The protein sequence of the target gene is MSHQGKKSIPHITSDRLLIRGGRIINDDQSFYADVYLEDGLIKQIGENLIVPGGVKTIEANGRMVIPGGIDVNTYLQKPSQGMTSADDFFQGTKAALAGGTTMIIDHVVPEPGSSLLTSFEKWHEAADTKSCCDYSLHVDITSWYDGVREELEVLVQDKGVNSFQVYMAYKDLYQMSDSQLYEAFTFLKGLGAVILVHAENGDLIAQEQKRILEMGITGPEGHALSRPEELEAEAVFRAIAIAGRINCPVYITKVMSKSAADIIALARKKGPLVFGEPIAASLGTDGTHYWSKNWAKAAA.... Result: 0 (no interaction). (2) The miRNA is hsa-miR-4723-5p with sequence UGGGGGAGCCAUGAGAUAAGAGCA. The protein sequence of the target gene is MHRPRRRGTRPPPLALLAALLLAARGADAQETELSVSAELVPTSSWNTSSEIDKGSYLTLDEPMNNITTSLGQTAELHCKVSGNPPPSIRWFKNDAPVVQEPRRISFRATNYGSRLRIRNLDTTDTGYFQCVATNGKKVVSTTGVLFVKFGPPPTASPGSSDEYEEDGFCQPYRGIACARFIGNRTVYMESLHMQGEIENQITAAFTMIGTSSHLSDKCSQFAIPSLCHYAFPYCDETSSVPKPRDLCRDECEVLENVLCQTEYIFARSNPMILMRLKLPNCEDLPQPESPEAANCIRIG.... Result: 0 (no interaction).